This data is from Full USPTO retrosynthesis dataset with 1.9M reactions from patents (1976-2016). The task is: Predict the reactants needed to synthesize the given product. (1) Given the product [N+:1]([C:4]1[CH:5]=[CH:6][C:7]([C:8]2[O:9][CH:24]=[N:23][CH:22]=2)=[CH:10][CH:11]=1)([O-:3])=[O:2], predict the reactants needed to synthesize it. The reactants are: [N+:1]([C:4]1[CH:11]=[CH:10][C:7]([CH:8]=[O:9])=[CH:6][CH:5]=1)([O-:3])=[O:2].S([CH2:22][N+:23]#[C-:24])(C1C=CC(C)=CC=1)(=O)=O.C(=O)([O-])[O-].[K+].[K+]. (2) Given the product [OH:71][CH2:70][CH2:72][NH:73][C:3]1[N:8]=[C:7]([N:9]2[CH2:14][CH2:13][CH:12]([C:15]3[CH:16]=[CH:17][CH:18]=[CH:19][CH:20]=3)[CH2:11][CH2:10]2)[C:6]([C:21]#[N:22])=[C:5]([O:23][CH2:24][C:25]([F:28])([F:27])[F:26])[N:4]=1, predict the reactants needed to synthesize it. The reactants are: CS[C:3]1[N:8]=[C:7]([N:9]2[CH2:14][CH2:13][CH:12]([C:15]3[CH:20]=[CH:19][CH:18]=[CH:17][CH:16]=3)[CH2:11][CH2:10]2)[C:6]([C:21]#[N:22])=[C:5]([O:23][CH2:24][C:25]([F:28])([F:27])[F:26])[N:4]=1.ClC1C=CC=C(C(OO)=O)C=1.CS(C1N=C(N2CCC(C3C=CC=CC=3)CC2)C(C#N)=C(OCC(F)(F)F)N=1)(=O)=O.[CH2:70]([CH2:72][NH2:73])[OH:71]. (3) Given the product [CH:19]([N:18]1[C:14]([C:12]2[N:13]=[C:6]3[C:5]4[CH:22]=[CH:23][C:2]([C:36]5[N:35]=[CH:34][N:33]([CH2:32][CH2:31][O:30][CH:25]6[CH2:26][CH2:27][CH2:28][CH2:29][O:24]6)[CH:37]=5)=[CH:3][C:4]=4[O:10][CH2:9][CH2:8][N:7]3[CH:11]=2)=[N:15][CH:16]=[N:17]1)([CH3:21])[CH3:20].[CH:19]([N:18]1[C:14]([C:12]2[N:13]=[C:6]3[C:5]4[CH:22]=[CH:23][C:2]([C:64]5[N:60]([CH2:59][CH2:58][O:57][CH:52]6[CH2:53][CH2:54][CH2:55][CH2:56][O:51]6)[CH:61]=[N:62][CH:63]=5)=[CH:3][C:4]=4[O:10][CH2:9][CH2:8][N:7]3[CH:11]=2)=[N:15][CH:16]=[N:17]1)([CH3:21])[CH3:20], predict the reactants needed to synthesize it. The reactants are: Br[C:2]1[CH:23]=[CH:22][C:5]2[C:6]3[N:7]([CH:11]=[C:12]([C:14]4[N:18]([CH:19]([CH3:21])[CH3:20])[N:17]=[CH:16][N:15]=4)[N:13]=3)[CH2:8][CH2:9][O:10][C:4]=2[CH:3]=1.[O:24]1[CH2:29][CH2:28][CH2:27][CH2:26][CH:25]1[O:30][CH2:31][CH2:32][N:33]1[CH:37]=[C:36]([Sn](CCCC)(CCCC)CCCC)[N:35]=[CH:34]1.[O:51]1[CH2:56][CH2:55][CH2:54][CH2:53][CH:52]1[O:57][CH2:58][CH2:59][N:60]1[C:64]([Sn](CCCC)(CCCC)CCCC)=[CH:63][N:62]=[CH:61]1.C(#N)C. (4) Given the product [N:1]1[CH:6]=[CH:5][C:4]([CH2:7][CH2:8][NH:9][C:26]2[CH:27]=[CH:28][CH:29]=[CH:11][C:12]=2[C:13]([NH:15][C:16]2[CH:21]=[CH:20][CH:19]=[C:18]([C:22]([F:23])([F:25])[F:24])[CH:17]=2)=[O:14])=[CH:3][CH:2]=1, predict the reactants needed to synthesize it. The reactants are: [N:1]1[CH:6]=[CH:5][C:4]([CH2:7][CH2:8][NH2:9])=[CH:3][CH:2]=1.Br[C:11]1[CH:29]=[CH:28][CH:27]=[CH:26][C:12]=1[C:13]([NH:15][C:16]1[CH:21]=[CH:20][CH:19]=[C:18]([C:22]([F:25])([F:24])[F:23])[CH:17]=1)=[O:14].C(=O)([O-])[O-].[K+].[K+]. (5) Given the product [Cl:1][C:2]1[CH:10]=[C:9]([CH:11]([O:14][CH2:15][C:16]2([C:29]3[CH:34]=[CH:33][C:32]([F:35])=[CH:31][CH:30]=3)[CH2:21][CH2:20][N:19]([C:22]([O:24][C:25]([CH3:28])([CH3:27])[CH3:26])=[O:23])[CH2:18][CH2:17]2)[CH2:12][O:13][S:55]([CH3:54])(=[O:57])=[O:56])[C:8]2[C:4](=[CH:5][N:6]([CH2:36][O:37][CH2:38][CH2:39][Si:40]([CH3:43])([CH3:41])[CH3:42])[N:7]=2)[CH:3]=1, predict the reactants needed to synthesize it. The reactants are: [Cl:1][C:2]1[CH:10]=[C:9]([CH:11]([O:14][CH2:15][C:16]2([C:29]3[CH:34]=[CH:33][C:32]([F:35])=[CH:31][CH:30]=3)[CH2:21][CH2:20][N:19]([C:22]([O:24][C:25]([CH3:28])([CH3:27])[CH3:26])=[O:23])[CH2:18][CH2:17]2)[CH2:12][OH:13])[C:8]2[C:4](=[CH:5][N:6]([CH2:36][O:37][CH2:38][CH2:39][Si:40]([CH3:43])([CH3:42])[CH3:41])[N:7]=2)[CH:3]=1.CCN(CC)CC.C(Cl)Cl.[CH3:54][S:55](Cl)(=[O:57])=[O:56].